From a dataset of Forward reaction prediction with 1.9M reactions from USPTO patents (1976-2016). Predict the product of the given reaction. Given the reactants [ClH:1].Cl.[F:3][C:4]1[CH:5]=[C:6]([N:11]([CH:31]2[CH2:36][CH2:35][NH:34][CH2:33][CH2:32]2)[CH2:12][C:13]2[CH:14]=[C:15]([C:19]3[CH:24]=[C:23]([O:25][CH3:26])[C:22]([O:27][CH3:28])=[C:21]([O:29][CH3:30])[CH:20]=3)[CH:16]=[N:17][CH:18]=2)[CH:7]=[CH:8][C:9]=1[F:10].[Cl:37][CH2:38][C:39]1[CH:44]=[CH:43][N:42]=[C:41]([C:45]2[CH:50]=[CH:49][CH:48]=[C:47]([O:51][CH3:52])[CH:46]=2)[CH:40]=1, predict the reaction product. The product is: [ClH:37].[ClH:1].[ClH:37].[F:3][C:4]1[CH:5]=[C:6]([N:11]([CH:31]2[CH2:32][CH2:33][N:34]([CH2:38][C:39]3[CH:44]=[CH:43][N:42]=[C:41]([C:45]4[CH:50]=[CH:49][CH:48]=[C:47]([O:51][CH3:52])[CH:46]=4)[CH:40]=3)[CH2:35][CH2:36]2)[CH2:12][C:13]2[CH:14]=[C:15]([C:19]3[CH:20]=[C:21]([O:29][CH3:30])[C:22]([O:27][CH3:28])=[C:23]([O:25][CH3:26])[CH:24]=3)[CH:16]=[N:17][CH:18]=2)[CH:7]=[CH:8][C:9]=1[F:10].